The task is: Predict the reaction yield, written as a fraction of the theoretical maximum amount of product (1.0 means a 100% yield; for example, 0.34 means a 34% yield).. This data is from Reaction yield outcomes from USPTO patents with 853,638 reactions. (1) The reactants are [NH:1]1[CH:5]=[CH:4][N:3]=[N:2]1.[I-].[Na+].[OH-].[Na+].Cl[CH2:11][C:12]([C:14]1[CH:19]=[CH:18][CH:17]=[CH:16][CH:15]=1)=[O:13]. The catalyst is C(O)(CC)(C)C.C1(C)C=CC=CC=1. The product is [C:14]1([C:12](=[O:13])[CH2:11][N:1]2[CH:5]=[CH:4][N:3]=[N:2]2)[CH:19]=[CH:18][CH:17]=[CH:16][CH:15]=1. The yield is 0.450. (2) The reactants are Cl.[O:2]1[C:6]2[CH:7]=[CH:8][CH:9]=[CH:10][C:5]=2[CH:4]=[C:3]1[CH:11]1[CH2:14][NH:13][CH2:12]1.Cl.[CH3:16][N:17]1[CH2:22][CH2:21][C:20]2([CH2:31][C:30]3[C:25](=[N:26][CH:27]=[C:28](/[CH:32]=[CH:33]/[C:34](O)=[O:35])[CH:29]=3)[NH:24][C:23]2=[O:37])[CH2:19][CH2:18]1.CCN=C=NCCCN(C)C.Cl.C1C=NC2N(O)N=NC=2C=1.CCN(C(C)C)C(C)C. The catalyst is CN(C=O)C. The product is [O:2]1[C:6]2[CH:7]=[CH:8][CH:9]=[CH:10][C:5]=2[CH:4]=[C:3]1[CH:11]1[CH2:12][N:13]([C:34](=[O:35])/[CH:33]=[CH:32]/[C:28]2[CH:29]=[C:30]3[C:25](=[N:26][CH:27]=2)[NH:24][C:23](=[O:37])[C:20]2([CH2:21][CH2:22][N:17]([CH3:16])[CH2:18][CH2:19]2)[CH2:31]3)[CH2:14]1. The yield is 0.0960. (3) The reactants are CN(C)/[CH:3]=[CH:4]/[C:5]([C:7]1[CH:17]=[CH:16][C:10]([C:11]([O:13][CH2:14][CH3:15])=[O:12])=[CH:9][CH:8]=1)=O.C(=O)([O-])[O-].[K+].[K+].[C:25]([NH:28][C:29]1[CH:37]=[CH:36][C:32]([C:33]([NH2:35])=[O:34])=[CH:31][CH:30]=1)(=[NH:27])[NH2:26]. The catalyst is CCOCC. The product is [C:33]([C:32]1[CH:36]=[CH:37][C:29]([NH:28][C:25]2[N:26]=[C:5]([C:7]3[CH:17]=[CH:16][C:10]([C:11]([O:13][CH2:14][CH3:15])=[O:12])=[CH:9][CH:8]=3)[CH:4]=[CH:3][N:27]=2)=[CH:30][CH:31]=1)(=[O:34])[NH2:35]. The yield is 0.460. (4) The reactants are [C:1]([O:9][C@H:10]1[CH2:15][C@H:14]([O:16]CC2C=CC=CC=2)[CH2:13][CH2:12][C@@H:11]1[C:24]1[N:28]([CH2:29][O:30][CH2:31][CH2:32][O:33][CH3:34])[N:27]=[CH:26][CH:25]=1)(=[O:8])[C:2]1[CH:7]=[CH:6][CH:5]=[CH:4][CH:3]=1.C(O[C@@H]1CC[C@H](OCC2C=CC=CC=2)C[C@@H]1C1N(COCCOC)N=CC=1)(=O)C1C=CC=CC=1. The catalyst is C(O)C.[C].[Pd]. The product is [C:1]([O:9][C@H:10]1[CH2:15][C@H:14]([OH:16])[CH2:13][CH2:12][C@@H:11]1[C:24]1[N:28]([CH2:29][O:30][CH2:31][CH2:32][O:33][CH3:34])[N:27]=[CH:26][CH:25]=1)(=[O:8])[C:2]1[CH:7]=[CH:6][CH:5]=[CH:4][CH:3]=1. The yield is 0.480. (5) The reactants are [CH2:1]([O:3][C:4](=[O:36])[CH2:5][N:6]1[CH2:11][CH2:10][N:9]([C:12](=[O:35])[C:13]2[CH:18]=[CH:17][CH:16]=[C:15]([C@@H:19]([N:27]3[CH2:32][C@@H:31]([CH3:33])[NH:30][CH2:29][C@@H:28]3[CH3:34])[C:20]3[CH:25]=[CH:24][CH:23]=[C:22]([OH:26])[CH:21]=3)[CH:14]=2)[CH2:8][CH2:7]1)[CH3:2].[CH:37]1([CH:40]=O)[CH2:39][CH2:38]1. No catalyst specified. The product is [CH2:1]([O:3][C:4](=[O:36])[CH2:5][N:6]1[CH2:11][CH2:10][N:9]([C:12](=[O:35])[C:13]2[CH:18]=[CH:17][CH:16]=[C:15]([C@@H:19]([N:27]3[CH2:32][C@@H:31]([CH3:33])[N:30]([CH2:40][CH:37]4[CH2:39][CH2:38]4)[CH2:29][C@@H:28]3[CH3:34])[C:20]3[CH:25]=[CH:24][CH:23]=[C:22]([OH:26])[CH:21]=3)[CH:14]=2)[CH2:8][CH2:7]1)[CH3:2]. The yield is 0.440. (6) The reactants are [CH2:1]([O:8][C:9](=[O:22])[N:10]([CH3:21])[CH2:11][C@H:12]1[CH2:17][CH2:16][C@H:15]([CH2:18][CH:19]=[O:20])[CH2:14][CH2:13]1)[C:2]1[CH:7]=[CH:6][CH:5]=[CH:4][CH:3]=1.[BH4-].[Na+].Cl.C(=O)(O)[O-].[Na+]. The catalyst is CO. The product is [CH2:1]([O:8][C:9](=[O:22])[N:10]([CH2:11][C@H:12]1[CH2:13][CH2:14][C@H:15]([CH2:18][CH2:19][OH:20])[CH2:16][CH2:17]1)[CH3:21])[C:2]1[CH:7]=[CH:6][CH:5]=[CH:4][CH:3]=1. The yield is 0.830. (7) The reactants are [H-].[Na+].[NH2:3][C:4]1[CH:9]=[CH:8][CH:7]=[CH:6][C:5]=1[S:10]([CH:13]([CH3:15])[CH3:14])(=[O:12])=[O:11].[Cl:16][C:17]1[N:22]=[C:21](Cl)[C:20]([CH3:24])=[CH:19][N:18]=1. The catalyst is CN(C=O)C. The product is [Cl:16][C:17]1[N:22]=[C:21]([NH:3][C:4]2[CH:9]=[CH:8][CH:7]=[CH:6][C:5]=2[S:10]([CH:13]([CH3:15])[CH3:14])(=[O:12])=[O:11])[C:20]([CH3:24])=[CH:19][N:18]=1. The yield is 0.240. (8) The reactants are [CH3:1][C:2]1[C:19]([C:20]([F:23])([F:22])[F:21])=[CH:18][C:5]2[N:6]([C:12]([O:14][CH:15]([CH3:17])[CH3:16])=[O:13])[CH2:7][CH2:8][CH2:9][C:10](=O)[C:4]=2[CH:3]=1.[NH2:24][C:25]1[CH:26]=[N:27][CH:28]=[CH:29][CH:30]=1.C1(C)C=CC(S(O)(=O)=O)=CC=1.[BH4-].[Na+]. The catalyst is C1(C)C=CC=CC=1. The product is [CH:15]([O:14][C:12]([N:6]1[CH2:7][CH2:8][CH2:9][CH:10]([NH:24][C:25]2[CH:26]=[N:27][CH:28]=[CH:29][CH:30]=2)[C:4]2[CH:3]=[C:2]([CH3:1])[C:19]([C:20]([F:23])([F:22])[F:21])=[CH:18][C:5]1=2)=[O:13])([CH3:17])[CH3:16]. The yield is 0.130. (9) The reactants are [CH3:1][O:2][C:3]1[CH:4]=[C:5](B2OC(C)(C)C(C)(C)O2)[CH:6]=[CH:7][C:8]=1[O:9][CH3:10].[CH3:20][CH:21]([O:23][C:24](=[O:41])[NH:25][C@H:26]1[C:35]2[C:30](=[CH:31][CH:32]=[C:33](Br)[CH:34]=2)[N:29]([C:37](=[O:39])[CH3:38])[C@@H:28]([CH3:40])[CH2:27]1)[CH3:22].C([O-])(O)=O.[Na+]. The catalyst is C1(P([C-]2C=CC=C2)C2C=CC=CC=2)C=CC=CC=1.[C-]1(P(C2C=CC=CC=2)C2C=CC=CC=2)C=CC=C1.[Fe+2].Cl[Pd]Cl.C(Cl)Cl.O1CCOCC1. The product is [C:37]([N:29]1[C:30]2[C:35](=[CH:34][C:33]([C:5]3[CH:6]=[CH:7][C:8]([O:9][CH3:10])=[C:3]([O:2][CH3:1])[CH:4]=3)=[CH:32][CH:31]=2)[C@H:26]([NH:25][C:24](=[O:41])[O:23][CH:21]([CH3:20])[CH3:22])[CH2:27][C@@H:28]1[CH3:40])(=[O:39])[CH3:38]. The yield is 0.566. (10) The reactants are Br[C:2]1[CH:3]=[CH:4][C:5]2[NH:6][C:7]3[C:12]([C:13]=2[CH:14]=1)=[CH:11][CH:10]=[CH:9][CH:8]=3.[C:15]1([C:24]2[CH:29]=[CH:28][CH:27]=[CH:26][CH:25]=2)[CH:20]=[CH:19][C:18](B(O)O)=[CH:17][CH:16]=1.C1(C)C=CC=CC=1P(C1C=CC=CC=1C)C1C=CC=CC=1C.C(=O)([O-])[O-].[K+].[K+]. The catalyst is C1(C)C=CC=CC=1.C([O-])(=O)C.[Pd+2].C([O-])(=O)C.C(O)C. The product is [C:15]1([C:24]2[CH:25]=[CH:26][CH:27]=[CH:28][CH:29]=2)[CH:20]=[CH:19][C:18]([C:2]2[CH:3]=[CH:4][C:5]3[NH:6][C:7]4[C:12]([C:13]=3[CH:14]=2)=[CH:11][CH:10]=[CH:9][CH:8]=4)=[CH:17][CH:16]=1. The yield is 0.310.